The task is: Predict the reaction yield, written as a fraction of the theoretical maximum amount of product (1.0 means a 100% yield; for example, 0.34 means a 34% yield).. This data is from Reaction yield outcomes from USPTO patents with 853,638 reactions. (1) The reactants are [CH2:1]([O:8][C:9]1[CH:10]=[C:11]([CH:14]=[CH:15][C:16]=1[O:17][CH3:18])[CH:12]=O)[C:2]1[CH:7]=[CH:6][CH:5]=[CH:4][CH:3]=1.C([O-])(=O)C.[Na+].Cl.[NH2:25]O. The catalyst is C(O)(=O)C. The product is [CH2:1]([O:8][C:9]1[CH:10]=[C:11]([CH:14]=[CH:15][C:16]=1[O:17][CH3:18])[C:12]#[N:25])[C:2]1[CH:7]=[CH:6][CH:5]=[CH:4][CH:3]=1. The yield is 0.890. (2) The reactants are [N:1]([C@@H:4]([CH3:19])[CH2:5][N:6]1[C:10]2=[C:11]3[C:16](=[CH:17][CH:18]=[C:9]2[CH:8]=[CH:7]1)[N:15]=[CH:14][CH:13]=[CH:12]3)=[N+]=[N-].C(O)C.[OH-].[Na+].[C:25](O[C:25]([O:27][C:28]([CH3:31])([CH3:30])[CH3:29])=[O:26])([O:27][C:28]([CH3:31])([CH3:30])[CH3:29])=[O:26]. The catalyst is [Pt-]=O.O.CC(O)(C)C. The product is [C:28]([O:27][C:25]([NH:1][C@@H:4]([CH3:19])[CH2:5][N:6]1[C:10]2=[C:11]3[C:16](=[CH:17][CH:18]=[C:9]2[CH:8]=[CH:7]1)[N:15]=[CH:14][CH:13]=[CH:12]3)=[O:26])([CH3:31])([CH3:30])[CH3:29]. The yield is 0.530. (3) The reactants are [NH2:1][C@@H:2]1[CH2:7][CH2:6][CH2:5][N:4]([C:8]([O:10][C:11]([CH3:14])([CH3:13])[CH3:12])=[O:9])[CH2:3]1.[Br:15][C:16]1[CH:17]=[N:18][C:19](Cl)=[N:20][CH:21]=1.CCN(C(C)C)C(C)C.CC(=O)OCC.CCCCCCC. The catalyst is CCO.CC(=O)OCC. The product is [C:11]([O:10][C:8]([N:4]1[CH2:5][CH2:6][CH2:7][C@@H:2]([NH:1][C:19]2[N:20]=[CH:21][C:16]([Br:15])=[CH:17][N:18]=2)[CH2:3]1)=[O:9])([CH3:14])([CH3:13])[CH3:12]. The yield is 0.480. (4) The reactants are Cl.[Cl:2][CH2:3][C:4]1[N:5]=[C:6]([NH2:9])[S:7][CH:8]=1.[C:10](O[C:10]([O:12][C:13]([CH3:16])([CH3:15])[CH3:14])=[O:11])([O:12][C:13]([CH3:16])([CH3:15])[CH3:14])=[O:11].C(N(CC)CC)C. The catalyst is CN(C1C=CN=CC=1)C.C1COCC1.C(OCC)(=O)C. The product is [Cl:2][CH2:3][C:4]1[N:5]=[C:6]([NH:9][C:10](=[O:11])[O:12][C:13]([CH3:16])([CH3:15])[CH3:14])[S:7][CH:8]=1. The yield is 0.450. (5) The reactants are [N+:1]([C:4]1[CH:11]=[CH:10][CH:9]=[CH:8][C:5]=1[CH2:6][OH:7])([O-])=O.O.NN. The catalyst is CO.[Pd]. The product is [NH2:1][C:4]1[CH:11]=[CH:10][CH:9]=[CH:8][C:5]=1[CH2:6][OH:7]. The yield is 0.890.